From a dataset of Forward reaction prediction with 1.9M reactions from USPTO patents (1976-2016). Predict the product of the given reaction. Given the reactants [CH3:1][O:2][C:3]1[CH:4]=[C:5]([CH2:11][C@@H:12]2[C@:21]3([CH3:22])[C@H:16]([C:17]([CH3:24])([CH3:23])[CH2:18][CH2:19][CH2:20]3)[CH2:15][CH2:14][C@@H:13]2[CH2:25][OH:26])[CH:6]=[C:7]([O:9][CH3:10])[CH:8]=1.I(C1C=CC=CC=1C(O)=O)(=O)=O, predict the reaction product. The product is: [CH3:10][O:9][C:7]1[CH:6]=[C:5]([CH2:11][C@@H:12]2[C@:21]3([CH3:22])[C@H:16]([C:17]([CH3:23])([CH3:24])[CH2:18][CH2:19][CH2:20]3)[CH2:15][CH2:14][C@@H:13]2[CH:25]=[O:26])[CH:4]=[C:3]([O:2][CH3:1])[CH:8]=1.